This data is from Forward reaction prediction with 1.9M reactions from USPTO patents (1976-2016). The task is: Predict the product of the given reaction. (1) Given the reactants [O:1]1[CH2:6][CH2:5][N:4]([C:7]2[S:8][C:9]3[CH2:10][N:11](C(OC(C)(C)C)=O)[CH2:12][CH2:13][C:14]=3[N:15]=2)[CH2:3][CH2:2]1.Cl.C(OCC)(=O)C, predict the reaction product. The product is: [N:15]1[C:14]2[CH2:13][CH2:12][NH:11][CH2:10][C:9]=2[S:8][C:7]=1[N:4]1[CH2:3][CH2:2][O:1][CH2:6][CH2:5]1. (2) Given the reactants Br[CH2:2][C:3]1[CH:8]=[CH:7][CH:6]=[CH:5][CH:4]=1.[Cl:9][C:10]1[CH:11]=[C:12]([NH:22][C:23](=[O:30])[C:24]2[CH:29]=[CH:28][CH:27]=[CH:26][N:25]=2)[CH:13]=[CH:14][C:15]=1[N:16]1[CH2:21][CH2:20][NH:19][CH2:18][CH2:17]1.C([O-])([O-])=O.[K+].[K+], predict the reaction product. The product is: [CH2:2]([N:19]1[CH2:20][CH2:21][N:16]([C:15]2[CH:14]=[CH:13][C:12]([NH:22][C:23](=[O:30])[C:24]3[CH:29]=[CH:28][CH:27]=[CH:26][N:25]=3)=[CH:11][C:10]=2[Cl:9])[CH2:17][CH2:18]1)[C:3]1[CH:8]=[CH:7][CH:6]=[CH:5][CH:4]=1. (3) Given the reactants [Cl:1][C:2]1[CH:7]=[CH:6][CH:5]=[C:4]([Cl:8])[C:3]=1[C:9]1[C:18]2[O:17][CH:16]([CH2:19][N:20]3C(=O)C4C(=CC=CC=4)C3=O)[CH2:15][S:14](=[O:31])[C:13]=2[CH:12]=[C:11]([F:32])[CH:10]=1.O.NN, predict the reaction product. The product is: [Cl:1][C:2]1[CH:7]=[CH:6][CH:5]=[C:4]([Cl:8])[C:3]=1[C:9]1[C:18]2[O:17][CH:16]([CH2:19][NH2:20])[CH2:15][S:14](=[O:31])[C:13]=2[CH:12]=[C:11]([F:32])[CH:10]=1. (4) Given the reactants Br[C:2]1[N:7]=[C:6]([CH2:8][NH:9][C:10]([C@H:12]2[N:16]([C:17]([O:19][C:20]([CH3:23])([CH3:22])[CH3:21])=[O:18])[C@@H:15]([CH3:24])[C@H:14]([F:25])[CH2:13]2)=[O:11])[CH:5]=[C:4]([C:26]2[CH:27]=[N:28][C:29]([C:32]([F:35])([F:34])[F:33])=[N:30][CH:31]=2)[C:3]=1[F:36].[CH:37]1(B(O)O)[CH2:39][CH2:38]1.COC1C=CC=C(OC)C=1C1C=CC=CC=1P(C1CCCCC1)C1CCCCC1.[O-]P([O-])([O-])=O.[K+].[K+].[K+], predict the reaction product. The product is: [CH:37]1([C:2]2[N:7]=[C:6]([CH2:8][NH:9][C:10]([C@H:12]3[N:16]([C:17]([O:19][C:20]([CH3:23])([CH3:22])[CH3:21])=[O:18])[C@@H:15]([CH3:24])[C@H:14]([F:25])[CH2:13]3)=[O:11])[CH:5]=[C:4]([C:26]3[CH:27]=[N:28][C:29]([C:32]([F:35])([F:34])[F:33])=[N:30][CH:31]=3)[C:3]=2[F:36])[CH2:39][CH2:38]1. (5) Given the reactants O[C:2]1[C:11]([C:12]([O:14][CH2:15][CH3:16])=[O:13])=[CH:10][C:9]2[CH2:8][CH2:7][CH2:6][CH2:5][C:4]=2[N:3]=1.P(Cl)(Cl)([Cl:19])=O, predict the reaction product. The product is: [Cl:19][C:2]1[C:11]([C:12]([O:14][CH2:15][CH3:16])=[O:13])=[CH:10][C:9]2[CH2:8][CH2:7][CH2:6][CH2:5][C:4]=2[N:3]=1. (6) The product is: [Cl:1][C:2]1[C:3]([C:38]#[C:37][CH2:36][C:30]2([CH3:29])[CH2:34][O:33][C:32](=[O:35])[NH:31]2)=[CH:4][C:5]2[C:6](=[O:20])[C:7]3[C:12]([S:13][C:14]=2[CH:15]=1)=[CH:11][C:10]([C:16]([F:18])([F:17])[F:19])=[CH:9][CH:8]=3. Given the reactants [Cl:1][C:2]1[C:3](OS(C(F)(F)F)(=O)=O)=[CH:4][C:5]2[C:6](=[O:20])[C:7]3[C:12]([S:13][C:14]=2[CH:15]=1)=[CH:11][C:10]([C:16]([F:19])([F:18])[F:17])=[CH:9][CH:8]=3.[CH3:29][C:30]1([CH2:36][C:37]#[CH:38])[CH2:34][O:33][C:32](=[O:35])[NH:31]1.C(N(CC)CC)C.O, predict the reaction product. (7) Given the reactants [CH3:1][O:2][C:3]([C:5]#[C:6][C:7]([O:9][CH3:10])=[O:8])=[O:4].[NH2:11][NH2:12], predict the reaction product. The product is: [CH3:1][O:2][C:3](=[O:4])/[C:5](/[NH:11][NH2:12])=[CH:6]\[C:7]([O:9][CH3:10])=[O:8].